This data is from Full USPTO retrosynthesis dataset with 1.9M reactions from patents (1976-2016). The task is: Predict the reactants needed to synthesize the given product. Given the product [C:1]([O-:4])(=[O:3])[CH3:2].[Na+:5].[K+:10].[C:6]([O-:9])(=[O:8])[CH3:7], predict the reactants needed to synthesize it. The reactants are: [C:1]([O-:4])(=[O:3])[CH3:2].[Na+:5].[C:6]([O-:9])(=[O:8])[CH3:7].[K+:10].